Dataset: Experimentally validated miRNA-target interactions with 360,000+ pairs, plus equal number of negative samples. Task: Binary Classification. Given a miRNA mature sequence and a target amino acid sequence, predict their likelihood of interaction. (1) The miRNA is hsa-miR-7977 with sequence UUCCCAGCCAACGCACCA. The protein sequence of the target gene is MAAAAAAVVGWLGWVLAAFCLGSTAGEAAPAPGAGLLNFCTEEDSAPGAGSLRGRAAPEATLCLRLFCSGLANSSWTWVAAEGAGCPEGGRATEPEEAAAPTGEWRALLRLRAEAGHPRSALLAVRVEPGGGAAEEAAPPWALGLGAAGLLALAAVARGLQLSALALAPAEVQVLRESGSEAERAAARRLEPARRWAGCALGALLLLASLAQAALAVLLYGAAGQRAVPAVLGCAGLVFLVGEVLPAAVSGRWALALAPRALGLSRLAVLLTLPVALPVGQLLELAARPGRLRERVLELA.... Result: 0 (no interaction). (2) The miRNA is hsa-miR-4661-3p with sequence CAGGAUCCACAGAGCUAGUCCA. The protein sequence of the target gene is MRHTGSWKLWTWVTTFLLPACTCLTVRDKPETTCPTLRTERYQDDRNKSELSGFDLGESFALRHAFCEGDKTCFKLGSVLLIRDTVKIFPKGLPEEYAIAVMFRVRRSTKKERWFLWKILNQQNMAQISVVIDGTKKVVEFMFRGAEGDLLNYVFKNRELRPLFDRQWHKLGIGVQSRVLSLYMDCNLIASRHTEEKNSVDFQGRTIIAARASDGKPVDIELHQLRIYCNANFLAEESCCNLSPTKCPEQDDFGSTTSSWGTSNTGKMSSYLPGKQELKDTCQCIPNKEEAGLPGTLRSI.... Result: 0 (no interaction). (3) The miRNA is hsa-miR-3613-3p with sequence ACAAAAAAAAAAGCCCAACCCUUC. The protein sequence of the target gene is MGSKLTCCLGPSGGLNCDCCRPDVGPCHECEIPETVAATAPASTTAKPAKLDLKAKKAQLMQYLSLPKTPKMLKMSKGLDARSKRWLKIIWRRHGIWPLENIGPTEDVQASAHGGVEENMTSDIEIPEAKHDHRPTEDVQVSAHGGVEENITSDIEISEAKHDHHLVEDLSESLSVCLEDFMTSDLSESLSVSLEDFMTSGLSESLSVSLEDLMTPEMAKERYEDYLCWVKMARSRLNEPISSQVLGLLRL. Result: 0 (no interaction).